Dataset: Reaction yield outcomes from USPTO patents with 853,638 reactions. Task: Predict the reaction yield, written as a fraction of the theoretical maximum amount of product (1.0 means a 100% yield; for example, 0.34 means a 34% yield). (1) The reactants are [Cl:1][C:2]1[CH:7]=[CH:6][C:5]([CH2:8][C:9]([C:11]2[CH:16]=[C:15]([CH3:17])[CH:14]=[C:13]([O:18][CH3:19])[CH:12]=2)=O)=[CH:4][N:3]=1.COC(OC)[N:23]([CH3:25])C.O.[NH2:29]N. No catalyst specified. The product is [Cl:1][C:2]1[CH:7]=[CH:6][C:5]([C:8]2[C:9]([C:11]3[CH:16]=[C:15]([CH3:17])[CH:14]=[C:13]([O:18][CH3:19])[CH:12]=3)=[N:29][NH:23][CH:25]=2)=[CH:4][N:3]=1. The yield is 0.620. (2) The reactants are CS(O[CH2:6][CH2:7][CH2:8][N:9]1[CH2:13][CH2:12][N:11]([CH2:14][CH2:15][N:16]2[CH2:21][CH2:20][CH2:19][CH2:18][CH2:17]2)[C:10]1=[C:22]([C:25]#[N:26])[C:23]#[N:24])(=O)=O.[CH:27]1([NH2:33])[CH2:32][CH2:31][CH2:30][CH2:29][CH2:28]1.[I-].[K+].O. The catalyst is O1CCOCC1. The product is [CH:27]1([NH:33][CH2:6][CH2:7][CH2:8][N:9]2[CH2:13][CH2:12][N:11]([CH2:14][CH2:15][N:16]3[CH2:21][CH2:20][CH2:19][CH2:18][CH2:17]3)[C:10]2=[C:22]([C:25]#[N:26])[C:23]#[N:24])[CH2:32][CH2:31][CH2:30][CH2:29][CH2:28]1. The yield is 0.780. (3) The reactants are C[O:2][C:3]([C:5]1[C:10]([Br:11])=[CH:9][CH:8]=[CH:7][N:6]=1)=O.[BH4-].[Na+]. The catalyst is CO. The product is [Br:11][C:10]1[C:5]([CH2:3][OH:2])=[N:6][CH:7]=[CH:8][CH:9]=1. The yield is 0.620. (4) The reactants are [NH2:1][CH2:2][CH:3]1[CH2:8][CH2:7]N(CCO)[CH2:5][CH2:4]1.Cl[C:13]1[CH:14]=[CH:15][C:16]2[N:17]([C:19]([C:22]3[CH:27]=[CH:26][CH:25]=[C:24]([O:28][C:29]([F:32])([F:31])[F:30])[CH:23]=3)=[CH:20][N:21]=2)[N:18]=1.CCN(C(C)C)[CH:36]([CH3:38])[CH3:37].[F-].[Cs+].CS(C)=[O:46]. No catalyst specified. The product is [F:30][C:29]([F:32])([F:31])[O:28][C:24]1[CH:23]=[C:22]([C:19]2[N:17]3[N:18]=[C:13]([NH:1][CH2:2][CH:3]4[CH2:4][CH2:5][CH:37]([CH2:36][CH2:38][OH:46])[CH2:7][CH2:8]4)[CH:14]=[CH:15][C:16]3=[N:21][CH:20]=2)[CH:27]=[CH:26][CH:25]=1. The yield is 0.0820. (5) The reactants are C([O:3][C:4](=[O:32])[CH2:5][CH2:6][C:7]1[CH:12]=[CH:11][CH:10]=[C:9]([N:13]2[C:17]([NH:18][C:19](=[O:27])[C:20]3[CH:25]=[CH:24][C:23]([Cl:26])=[CH:22][CH:21]=3)=[CH:16][C:15]([C:28]([CH3:31])([CH3:30])[CH3:29])=[N:14]2)[CH:8]=1)C.[Li+].[OH-]. The catalyst is CO. The product is [C:28]([C:15]1[CH:16]=[C:17]([NH:18][C:19](=[O:27])[C:20]2[CH:21]=[CH:22][C:23]([Cl:26])=[CH:24][CH:25]=2)[N:13]([C:9]2[CH:8]=[C:7]([CH2:6][CH2:5][C:4]([OH:32])=[O:3])[CH:12]=[CH:11][CH:10]=2)[N:14]=1)([CH3:31])([CH3:29])[CH3:30]. The yield is 0.870. (6) The reactants are [C:1]([O:5][C:6](=[O:13])[NH:7][CH2:8][CH2:9][CH2:10][CH2:11][NH2:12])([CH3:4])([CH3:3])[CH3:2].[CH:14](=O)[CH3:15].C([O-])([O-])=O.[K+].[K+].[BH4-].[Na+]. The catalyst is CO.O. The product is [C:1]([O:5][C:6](=[O:13])[NH:7][CH2:8][CH2:9][CH2:10][CH2:11][NH:12][CH2:14][CH3:15])([CH3:4])([CH3:2])[CH3:3]. The yield is 0.520. (7) The reactants are [Cl:1][C:2]1[C:23]([Cl:24])=[CH:22][C:5]2[O:6][C@H:7]([CH2:10]OS(C3C=CC(C)=CC=3)(=O)=O)[CH2:8][O:9][C:4]=2[CH:3]=1.[C:25]1(=[O:35])[NH:29][C:28](=[O:30])[C:27]2=[CH:31][CH:32]=[CH:33][CH:34]=[C:26]12.[K].O. The catalyst is CN(C=O)C. The product is [Cl:1][C:2]1[C:23]([Cl:24])=[CH:22][C:5]2[O:6][C@@H:7]([CH2:10][N:29]3[C:25](=[O:35])[C:26]4[C:27](=[CH:31][CH:32]=[CH:33][CH:34]=4)[C:28]3=[O:30])[CH2:8][O:9][C:4]=2[CH:3]=1. The yield is 0.800. (8) The reactants are [Cl:1][C:2]1[CH:8]=[C:7]([O:9][C:10]2[C:19]3[C:14](=[CH:15][C:16]([O:22][CH3:23])=[C:17]([O:20][CH3:21])[CH:18]=3)[N:13]=[CH:12][CH:11]=2)[CH:6]=[CH:5][C:3]=1[NH2:4].[C:24]1([N:34]=[C:35]=[O:36])[C:33]2[C:28](=[CH:29][CH:30]=[CH:31][CH:32]=2)[CH:27]=[CH:26][CH:25]=1.CO. The catalyst is C(Cl)(Cl)Cl. The product is [Cl:1][C:2]1[CH:8]=[C:7]([O:9][C:10]2[C:19]3[C:14](=[CH:15][C:16]([O:22][CH3:23])=[C:17]([O:20][CH3:21])[CH:18]=3)[N:13]=[CH:12][CH:11]=2)[CH:6]=[CH:5][C:3]=1[NH:4][C:35]([NH:34][C:24]1[C:33]2[C:28](=[CH:29][CH:30]=[CH:31][CH:32]=2)[CH:27]=[CH:26][CH:25]=1)=[O:36]. The yield is 0.570.